This data is from Merck oncology drug combination screen with 23,052 pairs across 39 cell lines. The task is: Regression. Given two drug SMILES strings and cell line genomic features, predict the synergy score measuring deviation from expected non-interaction effect. (1) Drug 1: CNC(=O)c1cc(Oc2ccc(NC(=O)Nc3ccc(Cl)c(C(F)(F)F)c3)cc2)ccn1. Drug 2: Cn1cc(-c2cnn3c(N)c(Br)c(C4CCCNC4)nc23)cn1. Cell line: SKMES1. Synergy scores: synergy=-18.4. (2) Drug 1: CC(C)CC(NC(=O)C(Cc1ccccc1)NC(=O)c1cnccn1)B(O)O. Drug 2: Cn1c(=O)n(-c2ccc(C(C)(C)C#N)cc2)c2c3cc(-c4cnc5ccccc5c4)ccc3ncc21. Cell line: SKMES1. Synergy scores: synergy=-0.269.